Predict the product of the given reaction. From a dataset of Forward reaction prediction with 1.9M reactions from USPTO patents (1976-2016). Given the reactants [Cl:1][C:2]1[C:3]([C:24]2[CH:29]=[CH:28][C:27]([O:30][CH3:31])=[CH:26][CH:25]=2)=[C:4]2[C:18]3[CH2:19][CH2:20][C:21](=O)[CH2:22][C:17]=3[S:16][C:5]2=[N:6][C:7]=1[CH2:8][N:9]1[C:13](=[O:14])[CH2:12][CH2:11][C:10]1=[O:15].Cl.[NH2:33][OH:34].O.CO, predict the reaction product. The product is: [Cl:1][C:2]1[C:3]([C:24]2[CH:25]=[CH:26][C:27]([O:30][CH3:31])=[CH:28][CH:29]=2)=[C:4]2[C:18]3[CH2:19][CH2:20]/[C:21](=[N:33]/[OH:34])/[CH2:22][C:17]=3[S:16][C:5]2=[N:6][C:7]=1[CH2:8][N:9]1[C:13](=[O:14])[CH2:12][CH2:11][C:10]1=[O:15].